The task is: Predict the reactants needed to synthesize the given product.. This data is from Full USPTO retrosynthesis dataset with 1.9M reactions from patents (1976-2016). (1) Given the product [Br:20][C:21]1[CH:22]=[C:23]([OH:41])[C:24]([NH:27][S:28]([C:31]2[CH:32]=[N:33][C:34]([C:37]([F:39])([F:40])[F:38])=[CH:35][CH:36]=2)(=[O:29])=[O:30])=[N:25][CH:26]=1, predict the reactants needed to synthesize it. The reactants are: BrC1C=C(S(NC2C(O)=CC(Cl)=CN=2)(=O)=O)C=NC=1.[Br:20][C:21]1[CH:22]=[C:23]([O:41]C)[C:24]([NH:27][S:28]([C:31]2[CH:32]=[N:33][C:34]([C:37]([F:40])([F:39])[F:38])=[CH:35][CH:36]=2)(=[O:30])=[O:29])=[N:25][CH:26]=1.BrC1C=C(S(NC2C(OC)=CC(Cl)=CN=2)(=O)=O)C=NC=1. (2) Given the product [CH3:19][S:20]([O:5][CH2:4][C:3]1[C:2]([F:1])=[CH:9][C:8]([Br:10])=[CH:7][C:6]=1[F:11])(=[O:22])=[O:21], predict the reactants needed to synthesize it. The reactants are: [F:1][C:2]1[CH:9]=[C:8]([Br:10])[CH:7]=[C:6]([F:11])[C:3]=1[CH2:4][OH:5].C(N(CC)CC)C.[CH3:19][S:20](Cl)(=[O:22])=[O:21]. (3) Given the product [CH3:31][O:30][C:26]1[CH:25]=[C:23]([NH:24][C:2]2[CH:7]=[N:6][CH:5]=[C:4]([O:8][C:9]3[CH:10]=[C:11]4[C:15](=[CH:16][CH:17]=3)[C:14](=[O:18])[CH2:13][CH2:12]4)[N:3]=2)[CH:22]=[C:21]([O:20][CH3:19])[C:27]=1[O:28][CH3:29], predict the reactants needed to synthesize it. The reactants are: Cl[C:2]1[CH:7]=[N:6][CH:5]=[C:4]([O:8][C:9]2[CH:10]=[C:11]3[C:15](=[CH:16][CH:17]=2)[C:14](=[O:18])[CH2:13][CH2:12]3)[N:3]=1.[CH3:19][O:20][C:21]1[CH:22]=[C:23]([CH:25]=[C:26]([O:30][CH3:31])[C:27]=1[O:28][CH3:29])[NH2:24].